The task is: Predict the reactants needed to synthesize the given product.. This data is from Full USPTO retrosynthesis dataset with 1.9M reactions from patents (1976-2016). (1) Given the product [C:47]([N:50]1[C:63]2[C:58](=[CH:59][CH:60]=[C:61]([N:7]3[CH2:12][CH2:11][O:10][CH2:9][CH2:8]3)[CH:62]=2)[C:52]2([CH2:53][S:54](=[O:56])(=[O:57])[CH2:55]2)[CH2:51]1)(=[O:49])[CH3:48], predict the reactants needed to synthesize it. The reactants are: CC(C)([O-])C.[Na+].[NH:7]1[CH2:12][CH2:11][O:10][CH2:9][CH2:8]1.CC(C1C=C(C(C)C)C(C2C=CC=CC=2P(C2CCCCC2)C2CCCCC2)=C(C(C)C)C=1)C.[C:47]([N:50]1[C:63]2[C:58](=[CH:59][CH:60]=[C:61](Br)[CH:62]=2)[C:52]2([CH2:55][S:54](=[O:57])(=[O:56])[CH2:53]2)[CH2:51]1)(=[O:49])[CH3:48]. (2) Given the product [NH2:9][C:8]1[C:3]2[CH:4]=[N:5][N:6]([CH3:7])[C:2]=2[NH:1][C:20](=[O:21])[C:19]=1[C:11]1[NH:10][C:14]2[CH:15]=[CH:16][CH:17]=[CH:18][C:13]=2[N:12]=1, predict the reactants needed to synthesize it. The reactants are: [NH2:1][C:2]1[N:6]([CH3:7])[N:5]=[CH:4][C:3]=1[C:8]#[N:9].[NH:10]1[C:14]2[CH:15]=[CH:16][CH:17]=[CH:18][C:13]=2[N:12]=[C:11]1[CH2:19][C:20](OCC)=[O:21].[Li+].C[Si]([N-][Si](C)(C)C)(C)C. (3) Given the product [CH:15]1([C@:10]2([C:13]#[N:14])[CH2:11][CH2:12][N:8]([C:6]3[CH:5]=[CH:4][N:3]=[C:2]([NH:31][C:22]4[CH:23]=[C:24]([C:25]5[CH:30]=[CH:29][CH:28]=[CH:27][CH:26]=5)[N:20]([CH3:19])[N:21]=4)[CH:7]=3)[C:9]2=[O:18])[CH2:17][CH2:16]1, predict the reactants needed to synthesize it. The reactants are: Br[C:2]1[CH:7]=[C:6]([N:8]2[CH2:12][CH2:11][C@:10]([CH:15]3[CH2:17][CH2:16]3)([C:13]#[N:14])[C:9]2=[O:18])[CH:5]=[CH:4][N:3]=1.[CH3:19][N:20]1[C:24]([C:25]2[CH:30]=[CH:29][CH:28]=[CH:27][CH:26]=2)=[CH:23][C:22]([NH2:31])=[N:21]1.C(=O)([O-])[O-].[K+].[K+].C1(P(C2CCCCC2)C2C(OC)=CC=C(OC)C=2C2C(C(C)C)=CC(C(C)C)=CC=2C(C)C)CCCCC1.C(=O)([O-])O.[Na+].